From a dataset of Catalyst prediction with 721,799 reactions and 888 catalyst types from USPTO. Predict which catalyst facilitates the given reaction. (1) Reactant: C(OC(=O)[NH:7][CH:8]1[CH2:13][CH2:12][CH:11]([NH:14][C:15]2[C:16]3[N:17]([C:21]([C:24]4[CH:29]=[CH:28][CH:27]=[C:26]([NH:30][CH2:31][C:32]5[CH:36]=[CH:35][S:34][CH:33]=5)[N:25]=4)=[CH:22][N:23]=3)[CH:18]=[CH:19][N:20]=2)[CH2:10][CH2:9]1)(C)(C)C. Product: [S:34]1[CH:35]=[CH:36][C:32]([CH2:31][NH:30][C:26]2[N:25]=[C:24]([C:21]3[N:17]4[CH:18]=[CH:19][N:20]=[C:15]([NH:14][CH:11]5[CH2:12][CH2:13][CH:8]([NH2:7])[CH2:9][CH2:10]5)[C:16]4=[N:23][CH:22]=3)[CH:29]=[CH:28][CH:27]=2)=[CH:33]1. The catalyst class is: 361. (2) Reactant: [O:1]=[C:2]1[C:10]2([CH2:14][O:13][C:12]3[CH:15]=[C:16]4[C:20](=[CH:21][C:11]2=3)[CH2:19][CH2:18][O:17]4)[C:9]2[C:4](=[CH:5][CH:6]=[CH:7][CH:8]=2)[N:3]1[CH2:22][CH2:23][CH2:24][N:25]1C(=O)C2C(=CC=CC=2)C1=O.O.NN. Product: [NH2:25][CH2:24][CH2:23][CH2:22][N:3]1[C:4]2[C:9](=[CH:8][CH:7]=[CH:6][CH:5]=2)[C:10]2([CH2:14][O:13][C:12]3[CH:15]=[C:16]4[C:20](=[CH:21][C:11]2=3)[CH2:19][CH2:18][O:17]4)[C:2]1=[O:1]. The catalyst class is: 8. (3) Reactant: C(P(=O)(OCC)OCC)#N.[Cl:11][C:12]1[CH:13]=[CH:14][C:15]2[N:21]([CH2:22][C:23]([CH3:27])([CH3:26])[CH2:24][OH:25])[C:20](=[O:28])[C@@H:19]([CH2:29][C:30]([OH:32])=O)[O:18][C@H:17]([C:33]3[CH:38]=[CH:37][CH:36]=[C:35]([O:39][CH3:40])[C:34]=3[O:41][CH3:42])[C:16]=2[CH:43]=1.Cl.[NH2:45][CH2:46][CH2:47][C:48]1[O:49][CH:50]=[CH:51][C:52]=1[C:53]([O:55][CH3:56])=[O:54].N12CCCN=C1CCCCC2.C(N(CC)CC)C.C(=O)(O)[O-].[Na+]. Product: [Cl:11][C:12]1[CH:13]=[CH:14][C:15]2[N:21]([CH2:22][C:23]([CH3:27])([CH3:26])[CH2:24][OH:25])[C:20](=[O:28])[C@@H:19]([CH2:29][C:30]([NH:45][CH2:46][CH2:47][C:48]3[O:49][CH:50]=[CH:51][C:52]=3[C:53]([O:55][CH3:56])=[O:54])=[O:32])[O:18][C@H:17]([C:33]3[CH:38]=[CH:37][CH:36]=[C:35]([O:39][CH3:40])[C:34]=3[O:41][CH3:42])[C:16]=2[CH:43]=1. The catalyst class is: 7.